From a dataset of CYP1A2 inhibition data for predicting drug metabolism from PubChem BioAssay. Regression/Classification. Given a drug SMILES string, predict its absorption, distribution, metabolism, or excretion properties. Task type varies by dataset: regression for continuous measurements (e.g., permeability, clearance, half-life) or binary classification for categorical outcomes (e.g., BBB penetration, CYP inhibition). Dataset: cyp1a2_veith. (1) The drug is O=C(CCNc1cccc(Cl)c1)c1cccs1. The result is 1 (inhibitor). (2) The result is 0 (non-inhibitor). The molecule is C1CNCCOCCNCCN1. (3) The drug is c1ccc(C2OCC3(CO2)COC(c2ccccc2)OC3)cc1. The result is 0 (non-inhibitor). (4) The compound is COc1ccc(CNc2ncnc3ccc(-c4c(C)noc4C)cc23)c(OC)c1. The result is 1 (inhibitor). (5) The molecule is COc1cc(CNC(=O)CCCCCCC(C)C)ccc1O. The result is 1 (inhibitor). (6) The compound is Cc1ccc(C(=O)N/C(=C/C=C/c2ccccc2)C(=O)NCc2ccco2)cc1. The result is 0 (non-inhibitor).